Dataset: Full USPTO retrosynthesis dataset with 1.9M reactions from patents (1976-2016). Task: Predict the reactants needed to synthesize the given product. (1) Given the product [CH3:17][C:18]1[CH:23]=[C:22]([C:24](=[N:26][O:27][CH3:28])[CH3:25])[CH:21]=[CH:20][C:19]=1[O:29][CH2:2][C:3]1[C:8]([O:31][CH3:30])=[CH:7][CH:6]=[CH:5][C:4]=1[N:10]1[C:14](=[O:15])[N:13]([CH3:16])[N:12]=[N:11]1, predict the reactants needed to synthesize it. The reactants are: Br[CH2:2][C:3]1[C:8](C)=[CH:7][CH:6]=[CH:5][C:4]=1[N:10]1[C:14](=[O:15])[N:13]([CH3:16])[N:12]=[N:11]1.[CH3:17][C:18]1[CH:23]=[C:22]([C:24](=[N:26][O:27][CH3:28])[CH3:25])[CH:21]=[CH:20][C:19]=1[OH:29].[C:30](=O)([O-])[O-:31].[K+].[K+]. (2) Given the product [Cl:19][C:20]1[N:21]=[CH:22][N:23]=[C:24]([O:1][C:2]2[CH:11]=[C:10]([CH3:12])[C:5]3[NH:6][C:7](=[O:9])[O:8][C:4]=3[CH:3]=2)[CH:25]=1, predict the reactants needed to synthesize it. The reactants are: [OH:1][C:2]1[CH:11]=[C:10]([CH3:12])[C:5]2[NH:6][C:7](=[O:9])[O:8][C:4]=2[CH:3]=1.C(=O)([O-])[O-].[K+].[K+].[Cl:19][C:20]1[CH:25]=[C:24](Cl)[N:23]=[CH:22][N:21]=1.O. (3) Given the product [CH3:9][O:10][C:11](=[O:21])[CH:12]([C:13]1[CH:18]=[CH:17][C:16]([Cl:19])=[C:15]([Cl:20])[CH:14]=1)[CH2:23][CH:24]1[CH2:28][CH2:27][CH2:26][CH:25]1[O:29][CH:30]1[CH2:35][CH2:34][CH2:33][CH2:32][O:31]1, predict the reactants needed to synthesize it. The reactants are: C([N-]C(C)C)(C)C.[Li+].[CH3:9][O:10][C:11](=[O:21])[CH2:12][C:13]1[CH:18]=[CH:17][C:16]([Cl:19])=[C:15]([Cl:20])[CH:14]=1.I[CH2:23][CH:24]1[CH2:28][CH2:27][CH2:26][CH:25]1[O:29][CH:30]1[CH2:35][CH2:34][CH2:33][CH2:32][O:31]1.